This data is from Forward reaction prediction with 1.9M reactions from USPTO patents (1976-2016). The task is: Predict the product of the given reaction. (1) Given the reactants [NH2:1][C:2]1[CH:7]([CH3:8])[O:6][CH2:5][C:4](=[O:9])[CH:3]=1.[Br:10][C:11]1[CH:12]=[C:13]([CH:16]=[CH:17][C:18]=1[F:19])[CH:14]=O.[C:20]([O:26][CH3:27])(=[O:25])[CH2:21][C:22]([CH3:24])=O, predict the reaction product. The product is: [Br:10][C:11]1[CH:12]=[C:13]([CH:14]2[C:21]([C:20]([O:26][CH3:27])=[O:25])=[C:22]([CH3:24])[NH:1][C:2]3[CH:7]([CH3:8])[O:6][CH2:5][C:4](=[O:9])[C:3]2=3)[CH:16]=[CH:17][C:18]=1[F:19]. (2) Given the reactants [N+:1]([C:4]1[CH:9]=[CH:8][C:7]([C:10]2[CH:18]=[C:17]3[C:13]([C:14]([C:26]([O:28][CH2:29][CH3:30])=[O:27])=[N:15][N:16]3C(OC(C)(C)C)=O)=[CH:12][CH:11]=2)=[CH:6][CH:5]=1)([O-])=O.Cl[Sn]Cl.C(=O)(O)[O-].[Na+], predict the reaction product. The product is: [NH2:1][C:4]1[CH:5]=[CH:6][C:7]([C:10]2[CH:18]=[C:17]3[C:13]([C:14]([C:26]([O:28][CH2:29][CH3:30])=[O:27])=[N:15][NH:16]3)=[CH:12][CH:11]=2)=[CH:8][CH:9]=1. (3) Given the reactants [CH3:1]C(O)C.[CH3:5][O:6][C:7]1[CH:8]=[CH:9][C:10]2[N:16]3[CH:17]=[N:18][C:19]([C:20]([O:22][CH2:23][CH3:24])=[O:21])=[C:15]3[C@@H:14]3[CH2:25][CH2:26][CH2:27][N:13]3[C:12](=[O:28])[C:11]=2[CH:29]=1, predict the reaction product. The product is: [CH3:5][O:6][C:7]1[CH:8]=[CH:9][C:10]2[N:16]3[CH:17]=[N:18][C:19]([C:20]([O:22][CH:23]([CH3:1])[CH3:24])=[O:21])=[C:15]3[C@@H:14]3[CH2:25][CH2:26][CH2:27][N:13]3[C:12](=[O:28])[C:11]=2[CH:29]=1. (4) Given the reactants [C:1]([O:4][CH2:5][C:6]1[CH:11]=[CH:10][CH:9]=[C:8]([CH2:12][CH2:13][NH:14][CH2:15][C@@H:16]([C:18]2[CH:29]=[CH:28][C:21]3[O:22][C:23]([CH3:27])([CH3:26])[O:24][CH2:25][C:20]=3[CH:19]=2)[OH:17])[CH:7]=1)(=[O:3])[CH3:2].[C:30](N1C=CN=C1)(N1C=CN=C1)=[O:31], predict the reaction product. The product is: [C:1]([O:4][CH2:5][C:6]1[CH:11]=[CH:10][CH:9]=[C:8]([CH2:12][CH2:13][N:14]2[CH2:15][C@@H:16]([C:18]3[CH:29]=[CH:28][C:21]4[O:22][C:23]([CH3:26])([CH3:27])[O:24][CH2:25][C:20]=4[CH:19]=3)[O:17][C:30]2=[O:31])[CH:7]=1)(=[O:3])[CH3:2]. (5) Given the reactants BrC1C(F)=CC2C3CC(C3)N3C(CC4N(C)N=CC=4)=C(C(OC)=O)N=C3C=2C=1.[Br:29][C:30]1[C:31]([F:56])=[CH:32][C:33]2[O:39][CH2:38][CH2:37][N:36]3[C:40]([CH:47](O)[C:48]4[N:52]([CH3:53])[N:51]=[CH:50][CH:49]=4)=[C:41]([C:43]([O:45][CH3:46])=[O:44])[N:42]=[C:35]3[C:34]=2[CH:55]=1.CS(Cl)(=O)=O.[H][H], predict the reaction product. The product is: [Br:29][C:30]1[C:31]([F:56])=[CH:32][C:33]2[O:39][CH2:38][CH2:37][N:36]3[C:40]([CH2:47][C:48]4[N:52]([CH3:53])[N:51]=[CH:50][CH:49]=4)=[C:41]([C:43]([O:45][CH3:46])=[O:44])[N:42]=[C:35]3[C:34]=2[CH:55]=1. (6) The product is: [N:30]1[C:31]2[C:26](=[CH:25][C:24]([CH:22]([C:19]3[N:3]4[N:4]=[C:5]([C:8]5[CH:9]=[CH:10][C:11]([C:12]([O:14][CH3:15])=[O:13])=[CH:16][CH:17]=5)[CH:6]=[N:7][C:2]4=[N:1][CH:20]=3)[CH3:23])=[CH:33][CH:32]=2)[CH:27]=[CH:28][CH:29]=1. Given the reactants [NH2:1][C:2]1[N:3]=[N:4][C:5]([C:8]2[CH:17]=[CH:16][C:11]([C:12]([O:14][CH3:15])=[O:13])=[CH:10][CH:9]=2)=[CH:6][N:7]=1.Cl[CH:19]([CH:22]([C:24]1[CH:25]=[C:26]2[C:31](=[CH:32][CH:33]=1)[N:30]=[CH:29][CH:28]=[CH:27]2)[CH3:23])[CH:20]=O.C(N(CC)CC)C, predict the reaction product. (7) Given the reactants [C:1]([OH:8])(=[O:7])/[CH:2]=[CH:3]/[C:4]([OH:6])=[O:5].[Cl:9][C:10]1[CH:17]=[CH:16][C:13]([C:14]#[N:15])=[C:12]([O:18][C:19]2[CH:24]=[CH:23][CH:22]=[C:21]([CH2:25][N:26]([CH3:28])[CH3:27])[C:20]=2[S:29][CH2:30][CH3:31])[CH:11]=1, predict the reaction product. The product is: [C:1]([OH:8])(=[O:7])/[CH:2]=[CH:3]/[C:4]([OH:6])=[O:5].[Cl:9][C:10]1[CH:17]=[CH:16][C:13]([C:14]#[N:15])=[C:12]([O:18][C:19]2[CH:24]=[CH:23][CH:22]=[C:21]([CH2:25][N:26]([CH3:27])[CH3:28])[C:20]=2[S:29]([CH2:30][CH3:31])=[O:5])[CH:11]=1.